From a dataset of Forward reaction prediction with 1.9M reactions from USPTO patents (1976-2016). Predict the product of the given reaction. (1) Given the reactants [H-].[Na+].C(=[C:6]([CH:8]([CH2:10][OH:11])[OH:9])[OH:7])(C)C.Br[CH2:13][C:14]1[C:19]([Cl:20])=[CH:18][C:17]([O:21][CH2:22][CH:23]=[C:24]([Cl:26])[Cl:25])=[CH:16][C:15]=1[Cl:27].[Cl-].[Na+].O1C[CH2:33][CH2:32][CH2:31]1, predict the reaction product. The product is: [Cl:27][C:15]1[CH:16]=[C:17]([O:21][CH2:22][CH:23]=[C:24]([Cl:26])[Cl:25])[CH:18]=[C:19]([Cl:20])[C:14]=1[CH2:13][O:11][CH2:10][CH:8]1[CH2:6][O:7][C:32]([CH3:33])([CH3:31])[O:9]1. (2) Given the reactants [CH2:1]([N:4]1[C:12]2[CH:11]=[CH:10][C:9]([C:13]([N:15]3[CH2:20][CH2:19][CH:18]([CH3:21])[CH2:17][CH2:16]3)=[O:14])=[CH:8][C:7]=2[C:6]2[CH2:22][NH:23][CH2:24][CH2:25][C:5]1=2)[CH:2]=[CH2:3].C(N(CC)CC)C.[CH2:33]([S:35](Cl)(=[O:37])=[O:36])[CH3:34], predict the reaction product. The product is: [CH2:1]([N:4]1[C:12]2[CH:11]=[CH:10][C:9]([C:13]([N:15]3[CH2:20][CH2:19][CH:18]([CH3:21])[CH2:17][CH2:16]3)=[O:14])=[CH:8][C:7]=2[C:6]2[CH2:22][N:23]([S:35]([CH2:33][CH3:34])(=[O:37])=[O:36])[CH2:24][CH2:25][C:5]1=2)[CH:2]=[CH2:3]. (3) Given the reactants [Li+].CC([N-]C(C)C)C.CN1C(=O)N(C)CCC1.[CH3:18][S:19]([C:22]1[CH:27]=[CH:26][C:25]([CH2:28][C:29]([O:31][CH2:32][CH3:33])=[O:30])=[CH:24][CH:23]=1)(=[O:21])=[O:20].I[CH2:35][CH:36]1[CH2:41][CH2:40][O:39][CH2:38][CH2:37]1, predict the reaction product. The product is: [CH3:18][S:19]([C:22]1[CH:23]=[CH:24][C:25]([CH:28]([CH2:35][CH:36]2[CH2:41][CH2:40][O:39][CH2:38][CH2:37]2)[C:29]([O:31][CH2:32][CH3:33])=[O:30])=[CH:26][CH:27]=1)(=[O:20])=[O:21]. (4) Given the reactants FC1C=C(F)C=CC=1C(Cl)=O.[F:12][C:13]1[CH:18]=[C:17]([F:19])[CH:16]=[CH:15][C:14]=1[C:20]([N:22]=[C:23]=[S:24])=[O:21].[CH3:25][O:26][C:27]1[CH:28]=[C:29]2[C:34](=[CH:35][C:36]=1[O:37][CH3:38])[N:33]=[CH:32][CH:31]=[C:30]2[O:39][C:40]1[CH:46]=[CH:45][C:43]([NH2:44])=[CH:42][CH:41]=1.C1(C)C=CC=CC=1, predict the reaction product. The product is: [F:12][C:13]1[CH:18]=[C:17]([F:19])[CH:16]=[CH:15][C:14]=1[C:20]([N:22]=[C:23]=[S:24])=[O:21].[F:12][C:13]1[CH:18]=[C:17]([F:19])[CH:16]=[CH:15][C:14]=1[C:20]([NH:22][C:23]([NH:44][C:43]1[CH:45]=[CH:46][C:40]([O:39][C:30]2[C:29]3[C:34](=[CH:35][C:36]([O:37][CH3:38])=[C:27]([O:26][CH3:25])[CH:28]=3)[N:33]=[CH:32][CH:31]=2)=[CH:41][CH:42]=1)=[S:24])=[O:21]. (5) Given the reactants [H-].[Na+].[CH3:3][C:4]([C:6]1[CH:11]=[CH:10][CH:9]=[C:8]([I:12])[CH:7]=1)=[O:5].[C:13](OC)(=[O:18])[C:14]([O:16][CH3:17])=[O:15].Cl, predict the reaction product. The product is: [CH3:17][O:16][C:14](=[O:15])[C:13](=[O:18])[CH2:3][C:4]([C:6]1[CH:11]=[CH:10][CH:9]=[C:8]([I:12])[CH:7]=1)=[O:5]. (6) Given the reactants Br[C:2]1[C:6]2=[N:7][C:8]([C:11]([NH:13][C:14]3[CH:15]=[N:16][CH:17]=[CH:18][C:19]=3[N:20]3[CH2:25][C@H:24]([CH3:26])[CH2:23][C@H:22]([NH:27][C:28](=[O:34])[O:29][C:30]([CH3:33])([CH3:32])[CH3:31])[CH2:21]3)=[O:12])=[CH:9][CH:10]=[C:5]2[S:4][CH:3]=1.[O-]P([O-])([O-])=O.[K+].[K+].[K+].[C:43](B1OC(C)(C)C(C)(C)O1)([CH3:45])=[CH2:44], predict the reaction product. The product is: [CH3:26][C@H:24]1[CH2:25][N:20]([C:19]2[CH:18]=[CH:17][N:16]=[CH:15][C:14]=2[NH:13][C:11]([C:8]2[N:7]=[C:6]3[C:2]([C:43]([CH3:45])=[CH2:44])=[CH:3][S:4][C:5]3=[CH:10][CH:9]=2)=[O:12])[CH2:21][C@@H:22]([NH:27][C:28](=[O:34])[O:29][C:30]([CH3:31])([CH3:32])[CH3:33])[CH2:23]1. (7) Given the reactants [NH2:1][C:2]1[N:7]=[CH:6][N:5]=[C:4]2[N:8]([CH:12]([C:14]3[C:15]([O:34][CH2:35][CH3:36])=[C:16]([CH:23]4[CH2:26][N:25](C(OC(C)(C)C)=O)[CH2:24]4)[C:17]([C:21]#[N:22])=[C:18]([Cl:20])[CH:19]=3)[CH3:13])[N:9]=[C:10]([CH3:11])[C:3]=12.FC(F)(F)C(O)=O, predict the reaction product. The product is: [NH2:1][C:2]1[N:7]=[CH:6][N:5]=[C:4]2[N:8]([CH:12]([C:14]3[CH:19]=[C:18]([Cl:20])[C:17]([C:21]#[N:22])=[C:16]([CH:23]4[CH2:24][NH:25][CH2:26]4)[C:15]=3[O:34][CH2:35][CH3:36])[CH3:13])[N:9]=[C:10]([CH3:11])[C:3]=12. (8) Given the reactants [OH:1][C:2]1[CH:3]=[C:4]([NH:45][C:46]([NH2:48])=[O:47])[CH:5]=[C:6]([C:8]2[C:16]3[C:15]([NH:17][C@H:18]([C:20]4[N:25]([C:26]5[CH:31]=[CH:30][CH:29]=[CH:28][CH:27]=5)[C:24](=[O:32])[C:23]5=[C:33]([CH3:36])[CH:34]=[CH:35][N:22]5[N:21]=4)[CH3:19])=[N:14][CH:13]=[N:12][C:11]=3[N:10](COCC[Si](C)(C)C)[CH:9]=2)[CH:7]=1.FC(F)(F)C(O)=O.N, predict the reaction product. The product is: [OH:1][C:2]1[CH:3]=[C:4]([NH:45][C:46]([NH2:48])=[O:47])[CH:5]=[C:6]([C:8]2[C:16]3[C:15]([NH:17][C@H:18]([C:20]4[N:25]([C:26]5[CH:27]=[CH:28][CH:29]=[CH:30][CH:31]=5)[C:24](=[O:32])[C:23]5=[C:33]([CH3:36])[CH:34]=[CH:35][N:22]5[N:21]=4)[CH3:19])=[N:14][CH:13]=[N:12][C:11]=3[NH:10][CH:9]=2)[CH:7]=1.